Dataset: Catalyst prediction with 721,799 reactions and 888 catalyst types from USPTO. Task: Predict which catalyst facilitates the given reaction. (1) Reactant: [Br:1][C:2]1[CH:8]=[CH:7][CH:6]=[CH:5][C:3]=1[NH2:4].[C:9]([O-:12])(O)=O.[Na+].O.[C:15]([C:19]1[CH:27]=[CH:26][CH:25]=[CH:24][C:20]=1C(Cl)=O)([CH3:18])([CH3:17])[CH3:16]. Product: [Br:1][C:2]1[CH:8]=[CH:7][CH:6]=[CH:5][C:3]=1[NH:4][C:9](=[O:12])[C:25]1[CH:26]=[CH:27][C:19]([C:15]([CH3:18])([CH3:17])[CH3:16])=[CH:20][CH:24]=1. The catalyst class is: 1. (2) Reactant: [OH:1][CH2:2][C:3]1[O:7]C=N[C:4]=1C.C([N:11]([CH2:14][CH3:15])[CH2:12]C)C.[Si:16](Cl)([C:19]([CH3:22])([CH3:21])[CH3:20])(C)C.O.[CH:25](Cl)(Cl)Cl. Product: [C:19]([SiH2:16][O:7][C:3]([CH3:4])([CH3:25])[C:2]1[O:1][CH:12]=[N:11][C:14]=1[CH3:15])([CH3:22])([CH3:21])[CH3:20]. The catalyst class is: 277. (3) Reactant: [Cl:1][C:2]1[C:3]([NH:37][CH:38]2[CH:43]3[CH2:44][CH2:45][CH:40]([CH2:41][CH2:42]3)[CH:39]2[C:46]([O:48][CH3:49])=[O:47])=[N:4][C:5]([C:8]2[C:16]3[C:11](=[N:12][CH:13]=[C:14]([F:17])[CH:15]=3)[N:10](C(C3C=CC=CC=3)(C3C=CC=CC=3)C3C=CC=CC=3)[N:9]=2)=[N:6][CH:7]=1.[SiH](CC)(CC)CC.FC(F)(F)C(O)=O. Product: [Cl:1][C:2]1[C:3]([NH:37][CH:38]2[CH:43]3[CH2:42][CH2:41][CH:40]([CH2:45][CH2:44]3)[CH:39]2[C:46]([O:48][CH3:49])=[O:47])=[N:4][C:5]([C:8]2[C:16]3[C:11](=[N:12][CH:13]=[C:14]([F:17])[CH:15]=3)[NH:10][N:9]=2)=[N:6][CH:7]=1. The catalyst class is: 2. (4) Reactant: [C:1](Cl)(=[O:4])[CH:2]=[CH2:3].[Cl:6][C:7]1[C:8]([C:30]2[C:38]3[C:33](=[CH:34][CH:35]=[CH:36][CH:37]=3)[NH:32][CH:31]=2)=[N:9][C:10]([NH:13][C:14]2[CH:15]=[C:16]([NH2:29])[C:17]([N:22]3[CH2:27][CH2:26][N:25]([CH3:28])[CH2:24][CH2:23]3)=[CH:18][C:19]=2[O:20][CH3:21])=[N:11][CH:12]=1.CCN(C(C)C)C(C)C. Product: [Cl:6][C:7]1[C:8]([C:30]2[C:38]3[C:33](=[CH:34][CH:35]=[CH:36][CH:37]=3)[NH:32][CH:31]=2)=[N:9][C:10]([NH:13][C:14]2[C:19]([O:20][CH3:21])=[CH:18][C:17]([N:22]3[CH2:23][CH2:24][N:25]([CH3:28])[CH2:26][CH2:27]3)=[C:16]([NH:29][C:1](=[O:4])[CH:2]=[CH2:3])[CH:15]=2)=[N:11][CH:12]=1. The catalyst class is: 569. (5) Reactant: [F:1][S:2]([F:20])([F:19])([F:18])([F:17])[C:3]1[CH:4]=[C:5]([C:14](=[O:16])[CH3:15])[CH:6]=[C:7]([N:9]2[CH2:13][CH2:12][CH2:11][CH2:10]2)[CH:8]=1.C(OC)(OC)OC.CC1(C)[C@]2(CS(O)(=O)=O)C(C[C@H]1CC2)=O.[Br-:43].[Br-].[Br-].C1([N+](C)(C)C)C=CC=CC=1.C1([N+](C)(C)C)C=CC=CC=1.C1([N+](C)(C)C)C=CC=CC=1. Product: [Br:43][CH2:15][C:14]([C:5]1[CH:6]=[C:7]([N:9]2[CH2:10][CH2:11][CH2:12][CH2:13]2)[CH:8]=[C:3]([S:2]([F:1])([F:17])([F:18])([F:19])[F:20])[CH:4]=1)=[O:16]. The catalyst class is: 92. (6) Reactant: C([O:5][C:6]([N:8]1[CH2:11][C:10]2([CH2:14][CH:13]([N:15]([CH2:30][C:31]3[CH:36]=[CH:35][C:34]([N:37]([CH3:44])[C:38]4[CH:43]=[CH:42][N:41]=[CH:40][CH:39]=4)=[CH:33][CH:32]=3)[C:16](=[O:29])/[CH:17]=[CH:18]/[C:19]3[CH:24]=[CH:23][C:22]([C:25]([F:28])([F:27])[F:26])=[CH:21][CH:20]=3)[CH2:12]2)[CH2:9]1)=[O:7])(C)(C)C.FC(F)(F)C(O)=O. Product: [CH:6]([OH:7])=[O:5].[CH3:44][N:37]([C:38]1[CH:43]=[CH:42][N:41]=[CH:40][CH:39]=1)[C:34]1[CH:33]=[CH:32][C:31]([CH2:30][N:15]([CH:13]2[CH2:12][C:10]3([CH2:9][NH:8][CH2:11]3)[CH2:14]2)[C:16](=[O:29])/[CH:17]=[CH:18]/[C:19]2[CH:20]=[CH:21][C:22]([C:25]([F:27])([F:28])[F:26])=[CH:23][CH:24]=2)=[CH:36][CH:35]=1. The catalyst class is: 2. (7) Reactant: [N:1]1([CH2:6][CH2:7][CH2:8][CH2:9][C:10]2[CH:15]=[CH:14][C:13]([OH:16])=[CH:12][CH:11]=2)[CH:5]=[CH:4][N:3]=[N:2]1.[H-].[Na+].Cl[CH2:20][C:21]1[CH:26]=[CH:25][CH:24]=[C:23]([C:27]2[CH:32]=[CH:31][C:30]([Cl:33])=[CH:29][CH:28]=2)[N:22]=1.O. Product: [Cl:33][C:30]1[CH:29]=[CH:28][C:27]([C:23]2[CH:24]=[CH:25][CH:26]=[C:21]([CH2:20][O:16][C:13]3[CH:12]=[CH:11][C:10]([CH2:9][CH2:8][CH2:7][CH2:6][N:1]4[CH:5]=[CH:4][N:3]=[N:2]4)=[CH:15][CH:14]=3)[N:22]=2)=[CH:32][CH:31]=1. The catalyst class is: 9.